Dataset: Merck oncology drug combination screen with 23,052 pairs across 39 cell lines. Task: Regression. Given two drug SMILES strings and cell line genomic features, predict the synergy score measuring deviation from expected non-interaction effect. (1) Drug 1: COC1CC2CCC(C)C(O)(O2)C(=O)C(=O)N2CCCCC2C(=O)OC(C(C)CC2CCC(OP(C)(C)=O)C(OC)C2)CC(=O)C(C)C=C(C)C(O)C(OC)C(=O)C(C)CC(C)C=CC=CC=C1C. Drug 2: Cn1cc(-c2cnn3c(N)c(Br)c(C4CCCNC4)nc23)cn1. Cell line: MSTO. Synergy scores: synergy=28.6. (2) Drug 1: CN1C(=O)C=CC2(C)C3CCC4(C)C(NC(=O)OCC(F)(F)F)CCC4C3CCC12. Drug 2: CC(C)CC(NC(=O)C(Cc1ccccc1)NC(=O)c1cnccn1)B(O)O. Cell line: NCIH2122. Synergy scores: synergy=24.9. (3) Drug 1: COC12C(COC(N)=O)C3=C(C(=O)C(C)=C(N)C3=O)N1CC1NC12. Drug 2: Cn1nnc2c(C(N)=O)ncn2c1=O. Cell line: UACC62. Synergy scores: synergy=16.0. (4) Drug 1: CC(=O)OC1C(=O)C2(C)C(O)CC3OCC3(OC(C)=O)C2C(OC(=O)c2ccccc2)C2(O)CC(OC(=O)C(O)C(NC(=O)c3ccccc3)c3ccccc3)C(C)=C1C2(C)C. Drug 2: Cn1nnc2c(C(N)=O)ncn2c1=O. Cell line: NCIH460. Synergy scores: synergy=0.490. (5) Drug 1: O=C(NOCC(O)CO)c1ccc(F)c(F)c1Nc1ccc(I)cc1F. Drug 2: CCC1(O)C(=O)OCc2c1cc1n(c2=O)Cc2cc3c(CN(C)C)c(O)ccc3nc2-1. Cell line: A375. Synergy scores: synergy=-26.0. (6) Cell line: OV90. Drug 2: COC1CC2CCC(C)C(O)(O2)C(=O)C(=O)N2CCCCC2C(=O)OC(C(C)CC2CCC(OP(C)(C)=O)C(OC)C2)CC(=O)C(C)C=C(C)C(O)C(OC)C(=O)C(C)CC(C)C=CC=CC=C1C. Drug 1: O=c1[nH]cc(F)c(=O)[nH]1. Synergy scores: synergy=9.56. (7) Drug 1: COc1cccc2c1C(=O)c1c(O)c3c(c(O)c1C2=O)CC(O)(C(=O)CO)CC3OC1CC(N)C(O)C(C)O1. Drug 2: CNC(=O)c1cc(Oc2ccc(NC(=O)Nc3ccc(Cl)c(C(F)(F)F)c3)cc2)ccn1. Cell line: OVCAR3. Synergy scores: synergy=-39.0.